From a dataset of Full USPTO retrosynthesis dataset with 1.9M reactions from patents (1976-2016). Predict the reactants needed to synthesize the given product. Given the product [Cl:18][C:15]1[CH:16]=[CH:17][C:12]([CH2:11][CH:8]2[CH2:9][CH2:10][C:6]3([CH2:4][CH2:5]3)[C:7]2=[O:19])=[CH:13][CH:14]=1, predict the reactants needed to synthesize it. The reactants are: [H-].[Na+].Br[CH2:4][CH2:5][CH:6]1[CH2:10][CH2:9][CH:8]([CH2:11][C:12]2[CH:17]=[CH:16][C:15]([Cl:18])=[CH:14][CH:13]=2)[C:7]1=[O:19].O.